From a dataset of Forward reaction prediction with 1.9M reactions from USPTO patents (1976-2016). Predict the product of the given reaction. Given the reactants CO[C:3]1[C:8]([CH3:9])=[C:7]([C:10]([F:13])([F:12])[F:11])[CH:6]=[CH:5][C:4]=1[C:14]1[O:15][CH2:16][C:17]([CH3:20])([CH3:19])[N:18]=1.[CH2:21]1COC[CH2:22]1, predict the reaction product. The product is: [CH2:21]([C:3]1[C:8]([CH3:9])=[C:7]([C:10]([F:13])([F:12])[F:11])[CH:6]=[CH:5][C:4]=1[C:14]1[O:15][CH2:16][C:17]([CH3:20])([CH3:19])[N:18]=1)[CH3:22].